Dataset: Full USPTO retrosynthesis dataset with 1.9M reactions from patents (1976-2016). Task: Predict the reactants needed to synthesize the given product. (1) Given the product [Br:1][C:2]1[CH:7]=[C:6]([CH3:8])[C:5]2[N:9]=[C:11]([CH3:17])[O:10][C:4]=2[CH:3]=1, predict the reactants needed to synthesize it. The reactants are: [Br:1][C:2]1[CH:7]=[C:6]([CH3:8])[C:5]([NH2:9])=[C:4]([O:10][CH3:11])[CH:3]=1.B(Br)(Br)Br.Cl[CH2:17]Cl. (2) Given the product [F:40][C:35]1[CH:34]=[C:33]([S:30]([C:27]2[CH:28]=[C:29]3[C:24](=[CH:25][CH:26]=2)[NH:23][N:22]=[C:21]3[NH:20][C:19]([C:17]2[CH:16]=[N:15][N:14]([CH:11]3[CH2:12][CH2:13][NH:8][CH2:9][CH2:10]3)[CH:18]=2)=[O:60])(=[O:31])=[O:32])[CH:38]=[C:37]([F:39])[CH:36]=1, predict the reactants needed to synthesize it. The reactants are: C(OC([N:8]1[CH2:13][CH2:12][CH:11]([N:14]2[CH:18]=[C:17]([C:19](=[O:60])[NH:20][C:21]3[C:29]4[C:24](=[CH:25][CH:26]=[C:27]([S:30]([C:33]5[CH:38]=[C:37]([F:39])[CH:36]=[C:35]([F:40])[CH:34]=5)(=[O:32])=[O:31])[CH:28]=4)[N:23](C(C4C=CC=CC=4)(C4C=CC=CC=4)C4C=CC=CC=4)[N:22]=3)[CH:16]=[N:15]2)[CH2:10][CH2:9]1)=O)(C)(C)C.Cl.CO. (3) The reactants are: [Cl:1][C:2]1[C:3]([CH:31]=O)=[C:4]([C:27]([F:30])([F:29])[F:28])[CH:5]=[C:6]2[C:11]=1[NH:10][C:9](=[O:12])[N:8]([CH2:13][C:14]1[CH:19]=[C:18]([Cl:20])[CH:17]=[CH:16][C:15]=1[S:21]([CH2:24][CH3:25])(=[O:23])=[O:22])[C:7]2=[O:26].[C:33]([O:37][C:38](=[O:47])[N:39]([CH3:46])[C@@H:40]1[CH2:45][CH2:44][CH2:43][NH:42][CH2:41]1)([CH3:36])([CH3:35])[CH3:34]. Given the product [C:33]([O:37][C:38](=[O:47])[N:39]([C@@H:40]1[CH2:45][CH2:44][CH2:43][N:42]([CH2:31][C:3]2[C:2]([Cl:1])=[C:11]3[C:6]([C:7](=[O:26])[N:8]([CH2:13][C:14]4[CH:19]=[C:18]([Cl:20])[CH:17]=[CH:16][C:15]=4[S:21]([CH2:24][CH3:25])(=[O:23])=[O:22])[C:9](=[O:12])[NH:10]3)=[CH:5][C:4]=2[C:27]([F:28])([F:29])[F:30])[CH2:41]1)[CH3:46])([CH3:36])([CH3:34])[CH3:35], predict the reactants needed to synthesize it. (4) Given the product [C:12]1([N:4]2[CH:5]=[C:6]([C:7]([O:9][CH2:10][CH3:11])=[O:8])[C:2]([NH:1][C:18]3[CH:23]=[CH:22][CH:21]=[CH:20][CH:19]=3)=[N:3]2)[CH:17]=[CH:16][CH:15]=[CH:14][CH:13]=1, predict the reactants needed to synthesize it. The reactants are: [NH2:1][C:2]1[C:6]([C:7]([O:9][CH2:10][CH3:11])=[O:8])=[CH:5][N:4]([C:12]2[CH:17]=[CH:16][CH:15]=[CH:14][CH:13]=2)[N:3]=1.[C:18]1(B(O)O)[CH:23]=[CH:22][CH:21]=[CH:20][CH:19]=1.N1C=CC=CC=1. (5) The reactants are: CC(N=P(N1CCCC1)(N1CCCC1)N1CCCC1)(C)C.[CH3:22][O:23][C:24]1[C:29]([C:30]2[C:34]3[N:35]=[C:36](S(C)(=O)=O)[N:37]=[CH:38][C:33]=3[S:32][C:31]=2[C:43]([O:45][CH3:46])=[O:44])=[CH:28][CH:27]=[C:26]([CH3:47])[N:25]=1.[CH3:48][C:49]1[C:50]([N:62]2[CH2:67][CH2:66][N:65]([CH3:68])[CH2:64][CH2:63]2)=[CH:51][C:52]([O:58][CH:59]([CH3:61])[CH3:60])=[C:53]([NH:55][CH:56]=[O:57])[CH:54]=1. Given the product [CH:56]([N:55]([C:53]1[CH:54]=[C:49]([CH3:48])[C:50]([N:62]2[CH2:63][CH2:64][N:65]([CH3:68])[CH2:66][CH2:67]2)=[CH:51][C:52]=1[O:58][CH:59]([CH3:61])[CH3:60])[C:36]1[N:37]=[CH:38][C:33]2[S:32][C:31]([C:43]([O:45][CH3:46])=[O:44])=[C:30]([C:29]3[C:24]([O:23][CH3:22])=[N:25][C:26]([CH3:47])=[CH:27][CH:28]=3)[C:34]=2[N:35]=1)=[O:57], predict the reactants needed to synthesize it. (6) Given the product [CH3:2][O:3][C:4]1[CH:11]=[C:10]([O:12][CH3:13])[CH:9]=[CH:8][C:5]=1[CH2:6][NH:7][S:18]([CH2:17][CH2:16][CH2:15][Cl:14])(=[O:20])=[O:19], predict the reactants needed to synthesize it. The reactants are: Cl.[CH3:2][O:3][C:4]1[CH:11]=[C:10]([O:12][CH3:13])[CH:9]=[CH:8][C:5]=1[CH2:6][NH2:7].[Cl:14][CH2:15][CH2:16][CH2:17][S:18](Cl)(=[O:20])=[O:19]. (7) Given the product [F:29][C:11]([F:10])([F:28])[C:12]1[CH:13]=[CH:14][C:15]([C:18]2[CH:23]=[CH:22][N:21]=[C:20]([CH:24]=[O:25])[N:19]=2)=[CH:16][CH:17]=1, predict the reactants needed to synthesize it. The reactants are: CC(C[AlH]CC(C)C)C.[F:10][C:11]([F:29])([F:28])[C:12]1[CH:17]=[CH:16][C:15]([C:18]2[CH:23]=[CH:22][N:21]=[C:20]([C:24](OC)=[O:25])[N:19]=2)=[CH:14][CH:13]=1.